Dataset: Catalyst prediction with 721,799 reactions and 888 catalyst types from USPTO. Task: Predict which catalyst facilitates the given reaction. (1) Reactant: [F:1][C:2]([F:22])([F:21])[O:3][C:4]1[CH:5]=[C:6]([C:10]2[C:11]3[O:18][C:17]([CH:19]=O)=[CH:16][C:12]=3[CH:13]=[N:14][CH:15]=2)[CH:7]=[CH:8][CH:9]=1.[CH3:23][N:24]1[CH2:28][C:27](=[O:29])[NH:26][C:25]1=[O:30].NCCC(O)=O. Product: [CH3:23][N:24]1[C:25](=[O:30])[NH:26][C:27](=[O:29])/[C:28]/1=[CH:19]/[C:17]1[O:18][C:11]2[C:10]([C:6]3[CH:7]=[CH:8][CH:9]=[C:4]([O:3][C:2]([F:1])([F:22])[F:21])[CH:5]=3)=[CH:15][N:14]=[CH:13][C:12]=2[CH:16]=1. The catalyst class is: 15. (2) Reactant: Br[CH2:2][C:3]([C:5]1[CH:6]=[C:7]([C:11]2[CH2:17][C:16](=[O:18])[NH:15][C:14]3[CH:19]=[C:20]([Cl:26])[C:21]([N:23]([CH3:25])[CH3:24])=[CH:22][C:13]=3[N:12]=2)[CH:8]=[CH:9][CH:10]=1)=O.[C:27]([NH:30][C:31]([NH2:33])=[S:32])(=[NH:29])[NH2:28]. Product: [Cl:26][C:20]1[C:21]([N:23]([CH3:25])[CH3:24])=[CH:22][C:13]2[N:12]=[C:11]([C:7]3[CH:6]=[C:5]([C:3]4[N:33]=[C:31]([NH:30][C:27]([NH2:29])=[NH:28])[S:32][CH:2]=4)[CH:10]=[CH:9][CH:8]=3)[CH2:17][C:16](=[O:18])[NH:15][C:14]=2[CH:19]=1. The catalyst class is: 49. (3) Reactant: [N:1]([CH2:4][C:5]1[C:6]([C:18]2[CH:23]=[CH:22][CH:21]=[CH:20][CH:19]=2)=[N:7][C:8]2[C:13]([C:14]=1[C:15]([OH:17])=O)=[CH:12][CH:11]=[CH:10][CH:9]=2)=[N+:2]=[N-:3].C1C=C2N=NN(O)C2=CC=1.O.CN1CCOCC1.C(Cl)CCl.[C:46]1([C@@H:52]([NH2:55])[CH2:53][CH3:54])[CH:51]=[CH:50][CH:49]=[CH:48][CH:47]=1. Product: [N:1]([CH2:4][C:5]1[C:6]([C:18]2[CH:23]=[CH:22][CH:21]=[CH:20][CH:19]=2)=[N:7][C:8]2[C:13]([C:14]=1[C:15]([NH:55][C@H:52]([C:46]1[CH:51]=[CH:50][CH:49]=[CH:48][CH:47]=1)[CH2:53][CH3:54])=[O:17])=[CH:12][CH:11]=[CH:10][CH:9]=2)=[N+:2]=[N-:3]. The catalyst class is: 7. (4) Reactant: [Cl:1][C:2]1[CH:8]=[C:7]([O:9][C:10]2[C:19]3[C:14](=[CH:15][C:16]([O:22][CH3:23])=[C:17]([O:20][CH3:21])[CH:18]=3)[N:13]=[CH:12][N:11]=2)[CH:6]=[CH:5][C:3]=1[NH2:4].C1(C)C=CC=CC=1.C(N(CC)CC)C.Cl[C:39](Cl)([O:41]C(=O)OC(Cl)(Cl)Cl)Cl.[Br:50][C:51]1[CH:59]=[CH:58][CH:57]=[CH:56][C:52]=1[CH:53]([OH:55])[CH3:54]. Product: [Cl:1][C:2]1[CH:8]=[C:7]([O:9][C:10]2[C:19]3[C:14](=[CH:15][C:16]([O:22][CH3:23])=[C:17]([O:20][CH3:21])[CH:18]=3)[N:13]=[CH:12][N:11]=2)[CH:6]=[CH:5][C:3]=1[NH:4][C:39](=[O:41])[O:55][CH:53]([C:52]1[CH:56]=[CH:57][CH:58]=[CH:59][C:51]=1[Br:50])[CH3:54]. The catalyst class is: 2. (5) Reactant: [C:1]1([N:7]2[CH2:12][CH2:11][CH2:10][NH:9][S:8]2(=[O:14])=[O:13])[CH:6]=[CH:5][CH:4]=[CH:3][CH:2]=1.C([O-])([O-])=O.[K+].[K+].Br[CH2:22][C:23]([O:25][CH2:26][CH3:27])=[O:24]. Product: [O:13]=[S:8]1(=[O:14])[N:7]([C:1]2[CH:2]=[CH:3][CH:4]=[CH:5][CH:6]=2)[CH2:12][CH2:11][CH2:10][N:9]1[CH2:22][C:23]([O:25][CH2:26][CH3:27])=[O:24]. The catalyst class is: 16. (6) Reactant: C(C(O)(CCC)C#CC(=O)C)(C)(C)C.[CH3:15][C:16]([CH3:29])([CH2:27][CH3:28])[C:17]([CH2:24][CH2:25][CH3:26])([OH:23])[C:18]#[C:19][CH:20]([OH:22])[CH3:21]. Product: [OH:23][C:17]([CH2:24][CH2:25][CH3:26])([C:16]([CH3:29])([CH3:15])[CH2:27][CH3:28])[C:18]#[C:19][C:20](=[O:22])[CH3:21]. The catalyst class is: 327. (7) Reactant: C([O:3][C:4](=O)[CH2:5][C:6]1([OH:18])[CH2:10][CH2:9][N:8]([C:11]([O:13][C:14]([CH3:17])([CH3:16])[CH3:15])=[O:12])[CH2:7]1)C.[Li+].[BH4-].O. Product: [OH:18][C:6]1([CH2:5][CH2:4][OH:3])[CH2:10][CH2:9][N:8]([C:11]([O:13][C:14]([CH3:15])([CH3:16])[CH3:17])=[O:12])[CH2:7]1. The catalyst class is: 1.